The task is: Predict the product of the given reaction.. This data is from Forward reaction prediction with 1.9M reactions from USPTO patents (1976-2016). (1) Given the reactants C([O:3][C:4](=O)[CH2:5][O:6][C:7]1[C:8]([N+:14]([O-])=O)=[N:9][C:10]([Br:13])=[CH:11][CH:12]=1)C, predict the reaction product. The product is: [Br:13][C:10]1[CH:11]=[CH:12][C:7]2[O:6][CH2:5][C:4](=[O:3])[NH:14][C:8]=2[N:9]=1. (2) Given the reactants [Cl:1][C:2]1[CH:3]=[C:4]([NH:22][C:23]([NH:25][C:26]2[C:31]([CH3:32])=[CH:30][C:29]([CH3:33])=[CH:28][C:27]=2[CH3:34])=[O:24])[C:5]([C:8]([NH:10][C:11]2([C:18]([O:20]C)=[O:19])[CH2:17][CH2:16][CH2:15][CH2:14][CH2:13][CH2:12]2)=[O:9])=[N:6][CH:7]=1.Cl, predict the reaction product. The product is: [Cl:1][C:2]1[CH:3]=[C:4]([NH:22][C:23]([NH:25][C:26]2[C:27]([CH3:34])=[CH:28][C:29]([CH3:33])=[CH:30][C:31]=2[CH3:32])=[O:24])[C:5]([C:8]([NH:10][C:11]2([C:18]([OH:20])=[O:19])[CH2:17][CH2:16][CH2:15][CH2:14][CH2:13][CH2:12]2)=[O:9])=[N:6][CH:7]=1. (3) Given the reactants [OH:1][C:2]1[CH:3]=[CH:4][C:5]2[C:6]([CH:10]=1)=[N:7][O:8][N:9]=2.[F:11][C:12]([F:25])([F:24])[S:13](O[S:13]([C:12]([F:25])([F:24])[F:11])(=[O:15])=[O:14])(=[O:15])=[O:14], predict the reaction product. The product is: [N:9]1[O:8][N:7]=[C:6]2[CH:10]=[C:2]([O:1][S:13]([C:12]([F:25])([F:24])[F:11])(=[O:15])=[O:14])[CH:3]=[CH:4][C:5]=12. (4) The product is: [C:18]([C:17]1[CH:20]=[CH:21][C:14]([NH:13][C:10]2[N:9]=[C:8]([NH:22][CH2:23][CH2:24][CH3:25])[C:7]([C:6]#[C:5][CH2:4][CH2:3][CH2:2][NH:26][C:27]([CH3:39])([CH3:38])[CH2:28][N:29]([CH3:37])[C:30](=[O:36])[O:31][C:32]([CH3:33])([CH3:34])[CH3:35])=[CH:12][N:11]=2)=[CH:15][CH:16]=1)#[N:19]. Given the reactants O=[CH:2][CH2:3][CH2:4][C:5]#[C:6][C:7]1[C:8]([NH:22][CH2:23][CH2:24][CH3:25])=[N:9][C:10]([NH:13][C:14]2[CH:21]=[CH:20][C:17]([C:18]#[N:19])=[CH:16][CH:15]=2)=[N:11][CH:12]=1.[NH2:26][C:27]([CH3:39])([CH3:38])[CH2:28][N:29]([CH3:37])[C:30](=[O:36])[O:31][C:32]([CH3:35])([CH3:34])[CH3:33].C(O[BH-](OC(=O)C)OC(=O)C)(=O)C.[Na+].C(=O)([O-])O.[Na+], predict the reaction product. (5) Given the reactants C[O-].[Na+].[C:4]1([C@H:10]2[C:19]3[C:14](=[CH:15][CH:16]=[CH:17][CH:18]=3)[CH2:13][CH2:12][N:11]2[C:20]([O:22][CH3:23])=[O:21])[CH:9]=[CH:8][CH:7]=[CH:6][CH:5]=1.[N:24]12[CH2:31]C[CH:27]([CH2:28][CH2:29]1)[C@@H:26](O)[CH2:25]2, predict the reaction product. The product is: [CH:7]1[CH:8]=[CH:9][C:4]([C@@H:10]2[N:11]([C:20]([O:22][C@@H:23]3[CH:27]4[CH2:28][CH2:29][N:24]([CH2:25][CH2:26]4)[CH2:31]3)=[O:21])[CH2:12][CH2:13][C:14]3[CH:15]=[CH:16][CH:17]=[CH:18][C:19]2=3)=[CH:5][CH:6]=1. (6) Given the reactants [O:1]1[C:5]([C:6]2[C:7]3[N:8]([C:16]([C:19]([OH:21])=O)=[CH:17][N:18]=3)[CH:9]=[C:10]([C:12]([F:15])([F:14])[F:13])[CH:11]=2)=[CH:4][N:3]=[CH:2]1.F[P-](F)(F)(F)(F)F.C(C(=NO[C+](N(C)C)N1CCOCC1)C(OCC)=O)#N.Cl.[CH:50]12[NH:57][CH:54]([CH2:55][CH2:56]1)[CH2:53][O:52][CH2:51]2.C(=O)(O)[O-].[Na+], predict the reaction product. The product is: [CH:54]12[N:57]([C:19]([C:16]3[N:8]4[CH:9]=[C:10]([C:12]([F:13])([F:14])[F:15])[CH:11]=[C:6]([C:5]5[O:1][CH:2]=[N:3][CH:4]=5)[C:7]4=[N:18][CH:17]=3)=[O:21])[CH:50]([CH2:56][CH2:55]1)[CH2:51][O:52][CH2:53]2. (7) Given the reactants [CH2:1]([NH:3][C:4](=[O:27])[C:5]1[CH:10]=[CH:9][C:8]([CH3:11])=[C:7]([C:12]2[CH:20]=[C:19]3[C:15]([C:16]([C:21]4[CH2:22][CH2:23][NH:24][CH2:25][CH:26]=4)=[N:17][NH:18]3)=[CH:14][CH:13]=2)[CH:6]=1)[CH3:2], predict the reaction product. The product is: [CH2:1]([NH:3][C:4](=[O:27])[C:5]1[CH:10]=[CH:9][C:8]([CH3:11])=[C:7]([C:12]2[CH:20]=[C:19]3[C:15]([C:16]([CH:21]4[CH2:22][CH2:23][NH:24][CH2:25][CH2:26]4)=[N:17][NH:18]3)=[CH:14][CH:13]=2)[CH:6]=1)[CH3:2]. (8) Given the reactants C1(C(C2C=CC=CC=2)[N:8]2[CH2:11][CH:10]([N:12]3[CH2:17][CH2:16][CH:15]([C:18]([N:20]([CH3:22])[CH3:21])=[O:19])[CH2:14][CH2:13]3)[CH2:9]2)C=CC=CC=1.C(O)(=O)C, predict the reaction product. The product is: [NH:8]1[CH2:11][CH:10]([N:12]2[CH2:17][CH2:16][CH:15]([C:18]([N:20]([CH3:22])[CH3:21])=[O:19])[CH2:14][CH2:13]2)[CH2:9]1. (9) Given the reactants [Li+].[BH4-].[C:3]([C:5]1[CH:10]=[CH:9][C:8]([CH:11]([CH3:17])[C:12](OCC)=[O:13])=[CH:7][C:6]=1[O:18][CH3:19])#[N:4].O, predict the reaction product. The product is: [OH:13][CH2:12][CH:11]([C:8]1[CH:9]=[CH:10][C:5]([C:3]#[N:4])=[C:6]([O:18][CH3:19])[CH:7]=1)[CH3:17]. (10) The product is: [F:26][C:14]([F:13])([F:25])[C:15]1[CH:20]=[CH:19][CH:18]=[CH:17][C:16]=1[S:21]([NH:1][C:2]1[S:3][CH:4]=[C:5]([CH2:7][C:8]([O:10][CH2:11][CH3:12])=[O:9])[N:6]=1)(=[O:22])=[O:23]. Given the reactants [NH2:1][C:2]1[S:3][CH:4]=[C:5]([CH2:7][C:8]([O:10][CH2:11][CH3:12])=[O:9])[N:6]=1.[F:13][C:14]([F:26])([F:25])[C:15]1[CH:20]=[CH:19][CH:18]=[CH:17][C:16]=1[S:21](Cl)(=[O:23])=[O:22], predict the reaction product.